Dataset: NCI-60 drug combinations with 297,098 pairs across 59 cell lines. Task: Regression. Given two drug SMILES strings and cell line genomic features, predict the synergy score measuring deviation from expected non-interaction effect. (1) Drug 1: CC12CCC(CC1=CCC3C2CCC4(C3CC=C4C5=CN=CC=C5)C)O. Drug 2: CN1C(=O)N2C=NC(=C2N=N1)C(=O)N. Cell line: SF-539. Synergy scores: CSS=1.72, Synergy_ZIP=-3.02, Synergy_Bliss=-4.14, Synergy_Loewe=-7.58, Synergy_HSA=-4.01. (2) Drug 1: CS(=O)(=O)C1=CC(=C(C=C1)C(=O)NC2=CC(=C(C=C2)Cl)C3=CC=CC=N3)Cl. Drug 2: CCC1=C2CN3C(=CC4=C(C3=O)COC(=O)C4(CC)O)C2=NC5=C1C=C(C=C5)O. Cell line: T-47D. Synergy scores: CSS=35.5, Synergy_ZIP=0.0134, Synergy_Bliss=2.40, Synergy_Loewe=-8.20, Synergy_HSA=3.32.